Task: Regression. Given two drug SMILES strings and cell line genomic features, predict the synergy score measuring deviation from expected non-interaction effect.. Dataset: NCI-60 drug combinations with 297,098 pairs across 59 cell lines (1) Drug 1: COC1=C(C=C2C(=C1)N=CN=C2NC3=CC(=C(C=C3)F)Cl)OCCCN4CCOCC4. Drug 2: C1=C(C(=O)NC(=O)N1)N(CCCl)CCCl. Cell line: UACC62. Synergy scores: CSS=42.8, Synergy_ZIP=-11.9, Synergy_Bliss=-1.34, Synergy_Loewe=0.0741, Synergy_HSA=1.83. (2) Drug 1: C1CN1C2=NC(=NC(=N2)N3CC3)N4CC4. Drug 2: CCC1(C2=C(COC1=O)C(=O)N3CC4=CC5=C(C=CC(=C5CN(C)C)O)N=C4C3=C2)O.Cl. Cell line: A498. Synergy scores: CSS=24.7, Synergy_ZIP=-10.3, Synergy_Bliss=1.96, Synergy_Loewe=-8.20, Synergy_HSA=2.32.